This data is from Forward reaction prediction with 1.9M reactions from USPTO patents (1976-2016). The task is: Predict the product of the given reaction. Given the reactants [F:1][C:2]1[CH:7]=[CH:6][CH:5]=[C:4]([F:8])[C:3]=1[N:9]1[C:14]2[N:15]=[C:16](S(C)(=O)=O)[N:17]=[C:18]([C:19]3[CH:20]=[C:21]([CH:26]=[CH:27][C:28]=3[CH3:29])[C:22]([NH:24][CH3:25])=[O:23])[C:13]=2[CH2:12][NH:11][C:10]1=[O:34].[CH3:35][N:36]([CH3:42])[CH2:37][CH2:38][CH2:39][NH:40][CH3:41], predict the reaction product. The product is: [NH4+:9].[OH-:23].[F:1][C:2]1[CH:7]=[CH:6][CH:5]=[C:4]([F:8])[C:3]=1[N:9]1[C:14]2[N:15]=[C:16]([N:40]([CH2:39][CH2:38][CH2:37][N:36]([CH3:42])[CH3:35])[CH3:41])[N:17]=[C:18]([C:19]3[CH:20]=[C:21]([CH:26]=[CH:27][C:28]=3[CH3:29])[C:22]([NH:24][CH3:25])=[O:23])[C:13]=2[CH2:12][NH:11][C:10]1=[O:34].